Predict the reactants needed to synthesize the given product. From a dataset of Full USPTO retrosynthesis dataset with 1.9M reactions from patents (1976-2016). (1) Given the product [Br:12][CH2:13][CH2:14][CH2:15][CH2:16][CH2:17][CH2:18][O:11][CH2:10][CH2:9][O:8][CH2:1][C:2]1[CH:7]=[CH:6][CH:5]=[CH:4][CH:3]=1, predict the reactants needed to synthesize it. The reactants are: [CH2:1]([O:8][CH2:9][CH2:10][OH:11])[C:2]1[CH:7]=[CH:6][CH:5]=[CH:4][CH:3]=1.[Br:12][CH2:13][CH2:14][CH2:15][CH2:16][CH2:17][CH2:18]Br.[OH-].[Na+].BrC(Br)CCCCC. (2) Given the product [OH:39][C:38]1[C:37]([CH3:40])=[CH:36][C:33]([CH2:34][NH:1][C:2]2[NH:6][N:5]=[C:4]([NH:7][C:8]3[CH:13]=[CH:12][C:11]([N:14]4[CH2:19][CH2:18][CH:17]([N:20]5[CH2:25][CH2:24][CH:23]([CH3:26])[CH2:22][CH2:21]5)[CH2:16][CH2:15]4)=[CH:10][CH:9]=3)[C:3]=2[C:27]([NH2:29])=[O:28])=[CH:32][C:31]=1[CH3:30], predict the reactants needed to synthesize it. The reactants are: [NH2:1][C:2]1[NH:6][N:5]=[C:4]([NH:7][C:8]2[CH:13]=[CH:12][C:11]([N:14]3[CH2:19][CH2:18][CH:17]([N:20]4[CH2:25][CH2:24][CH:23]([CH3:26])[CH2:22][CH2:21]4)[CH2:16][CH2:15]3)=[CH:10][CH:9]=2)[C:3]=1[C:27]([NH2:29])=[O:28].[CH3:30][C:31]1[CH:32]=[C:33]([CH:36]=[C:37]([CH3:40])[C:38]=1[OH:39])[CH:34]=O.[BH4-].[Na+].O.